Task: Predict the product of the given reaction.. Dataset: Forward reaction prediction with 1.9M reactions from USPTO patents (1976-2016) (1) Given the reactants [C:1]([OH:6])(=[O:5])[C:2]([OH:4])=[O:3].[Cl:7][C:8]1[CH:9]=[CH:10][CH:11]=[C:12]2[C:19]=1[C:15]([CH2:16][CH2:17][NH2:18])=[CH:14][NH:13]2.CCOC(C)=O.CCOCC, predict the reaction product. The product is: [C:1]([OH:6])(=[O:5])[C:2]([OH:4])=[O:3].[Cl:7][C:8]1[CH:9]=[CH:10][CH:11]=[C:12]2[C:19]=1[C:15]([CH2:16][CH2:17][NH2:18])=[CH:14][NH:13]2. (2) Given the reactants [Cl:1][C:2]1[CH:9]=[CH:8][C:5]([CH:6]=O)=[C:4](F)[CH:3]=1.[N:11]1[CH:16]=[CH:15][CH:14]=[C:13]2[CH2:17][NH:18][CH2:19][C:12]=12.[CH2:20]1[CH:24]2[CH2:25][NH:26][CH2:27][CH:23]2[CH2:22][N:21]1[C:28]([O:30]C(C)(C)C)=[O:29].[CH2:35]1[C:40](=[O:41])[N:39](OC(O[N:39]2[C:40](=[O:41])[CH2:35][CH2:36][C:37]2=[O:38])=O)[C:37](=[O:38])[CH2:36]1, predict the reaction product. The product is: [Cl:1][C:2]1[CH:9]=[CH:8][C:5]([CH2:6][N:26]2[CH2:27][CH:23]3[CH2:22][N:21]([C:28]([O:30][N:39]4[C:40](=[O:41])[CH2:35][CH2:36][C:37]4=[O:38])=[O:29])[CH2:20][CH:24]3[CH2:25]2)=[C:4]([N:18]2[CH2:17][C:13]3[C:12](=[N:11][CH:16]=[CH:15][CH:14]=3)[CH2:19]2)[CH:3]=1. (3) Given the reactants CS(C)=O.O.[Li].[CH3:7][C:8]1[CH:13]=[C:12]([NH:14][C:15]2[CH:16]=[CH:17][N:18]=[CH:19][C:20]=2[S:21]([NH:24][C:25]([NH:27][CH:28]([CH3:30])[CH3:29])=[O:26])(=[O:23])=[O:22])[CH:11]=[CH:10][CH:9]=1.[ClH:31], predict the reaction product. The product is: [CH3:7][C:8]1[CH:13]=[C:12]([NH:14][C:15]2[CH:16]=[CH:17][N:18]=[CH:19][C:20]=2[S:21]([NH:24][C:25]([NH:27][CH:28]([CH3:30])[CH3:29])=[O:26])(=[O:22])=[O:23])[CH:11]=[CH:10][CH:9]=1.[ClH:31]. (4) Given the reactants [CH2:1]([O:3][C:4]1[N:9]=[CH:8][C:7]([S:10]([N:13]2[CH2:18][CH2:17][N:16]([CH2:19][CH3:20])[CH2:15][CH2:14]2)(=[O:12])=[O:11])=[CH:6][C:5]=1[CH:21]=O)[CH3:2].[NH2:23][C:24]1[C:25]([C:38]([NH2:40])=[O:39])=[N:26][N:27]([CH2:31][C:32]2[CH:37]=[CH:36][CH:35]=[CH:34][N:33]=2)[C:28]=1[CH2:29][CH3:30], predict the reaction product. The product is: [CH2:1]([O:3][C:4]1[N:9]=[CH:8][C:7]([S:10]([N:13]2[CH2:18][CH2:17][N:16]([CH2:19][CH3:20])[CH2:15][CH2:14]2)(=[O:11])=[O:12])=[CH:6][C:5]=1[CH:21]1[NH:23][C:24]2=[C:28]([CH2:29][CH3:30])[N:27]([CH2:31][C:32]3[CH:37]=[CH:36][CH:35]=[CH:34][N:33]=3)[N:26]=[C:25]2[C:38](=[O:39])[NH:40]1)[CH3:2].